From a dataset of Forward reaction prediction with 1.9M reactions from USPTO patents (1976-2016). Predict the product of the given reaction. (1) Given the reactants [CH:1](OCC)(OCC)OCC.[F:11][C:12]1[CH:17]=[CH:16][C:15]([NH:18][C:19](=[O:33])[C:20]2[CH:25]=[C:24]([N:26]3[CH2:31][CH2:30][O:29][CH2:28][CH2:27]3)[CH:23]=[C:22]([F:32])[CH:21]=2)=[CH:14][C:13]=1[NH:34][C:35](=[O:50])[C:36]1[CH:41]=[C:40]([N:42]2[CH2:47][CH2:46][N:45]([CH3:48])[CH2:44][CH2:43]2)[CH:39]=[CH:38][C:37]=1[NH2:49].C(O)(=O)C, predict the reaction product. The product is: [F:11][C:12]1[CH:17]=[CH:16][C:15]([NH:18][C:19](=[O:33])[C:20]2[CH:25]=[C:24]([N:26]3[CH2:27][CH2:28][O:29][CH2:30][CH2:31]3)[CH:23]=[C:22]([F:32])[CH:21]=2)=[CH:14][C:13]=1[N:34]1[C:35](=[O:50])[C:36]2[C:37](=[CH:38][CH:39]=[C:40]([N:42]3[CH2:43][CH2:44][N:45]([CH3:48])[CH2:46][CH2:47]3)[CH:41]=2)[N:49]=[CH:1]1. (2) The product is: [Cl:1][C:2]1[CH:3]=[C:4]([C@H:9]2[C@@H:15]([CH2:16][N:17]3[CH2:22][CH2:21][CH2:20][N:19]([CH3:33])[C:18]3=[O:23])[O:14][CH2:13][CH2:12][N:11]([C:24]([O:26][C:27]([CH3:30])([CH3:29])[CH3:28])=[O:25])[CH2:10]2)[CH:5]=[CH:6][C:7]=1[Cl:8]. Given the reactants [Cl:1][C:2]1[CH:3]=[C:4]([C@H:9]2[C@@H:15]([CH2:16][N:17]3[CH2:22][CH2:21][CH2:20][NH:19][C:18]3=[O:23])[O:14][CH2:13][CH2:12][N:11]([C:24]([O:26][C:27]([CH3:30])([CH3:29])[CH3:28])=[O:25])[CH2:10]2)[CH:5]=[CH:6][C:7]=1[Cl:8].[H-].[Na+].[CH3:33]I.O, predict the reaction product. (3) Given the reactants [CH3:1][O:2][C:3]1[N:8]=[C:7]([O:9][CH:10]2[CH2:27][CH:26]3[CH:12]([C:13](=[O:33])[N:14]([CH3:32])[CH2:15][CH2:16][CH2:17][CH2:18][CH:19]=[CH:20][CH:21]4[C:23]([C:29](O)=[O:30])([NH:24][C:25]3=[O:28])[CH2:22]4)[CH2:11]2)[CH:6]=[C:5]([C:34]2[CH:39]=[CH:38][CH:37]=[CH:36][CH:35]=2)[N:4]=1.CCN=C=NCCCN(C)C.[CH3:51][C:52]1([S:55]([NH2:58])(=[O:57])=[O:56])[CH2:54][CH2:53]1.C1CCN2C(=NCCC2)CC1.C(O)(=O)CC(CC(O)=O)(C(O)=O)O, predict the reaction product. The product is: [CH3:1][O:2][C:3]1[N:8]=[C:7]([O:9][CH:10]2[CH2:27][CH:26]3[CH:12]([C:13](=[O:33])[N:14]([CH3:32])[CH2:15][CH2:16][CH2:17][CH2:18][CH:19]=[CH:20][CH:21]4[C:23]([C:29]([NH:58][S:55]([C:52]5([CH3:51])[CH2:54][CH2:53]5)(=[O:57])=[O:56])=[O:30])([NH:24][C:25]3=[O:28])[CH2:22]4)[CH2:11]2)[CH:6]=[C:5]([C:34]2[CH:35]=[CH:36][CH:37]=[CH:38][CH:39]=2)[N:4]=1. (4) The product is: [CH2:11]([N:18]1[C:7]2[CH2:8][CH2:9][N:4]([CH:1]([CH3:3])[CH3:2])[CH2:5][C:6]=2[C:23]([C:24]2[CH:29]=[CH:28][CH:27]=[CH:26][CH:25]=2)=[CH:22]1)[C:12]1[CH:17]=[CH:16][CH:15]=[CH:14][CH:13]=1. Given the reactants [CH:1]([N:4]1[CH2:9][CH2:8][C:7](=O)[CH2:6][CH2:5]1)([CH3:3])[CH3:2].[CH2:11]([NH2:18])[C:12]1[CH:17]=[CH:16][CH:15]=[CH:14][CH:13]=1.[N+]([CH:22]=[CH:23][C:24]1[CH:29]=[CH:28][CH:27]=[CH:26][CH:25]=1)([O-])=O.C(O)(=O)C(CC(O)=O)O, predict the reaction product. (5) Given the reactants Cl[C:2]1[N:7]=[C:6]([NH:8][C:9]2[CH:14]=[CH:13][CH:12]=[CH:11][C:10]=2[S:15]([N:18]([CH3:20])[CH3:19])(=[O:17])=[O:16])[C:5]([Cl:21])=[CH:4][N:3]=1.[NH2:22][C:23]1[C:36]([O:37][CH3:38])=[CH:35][C:26]2[CH2:27][CH2:28][N:29]([CH2:32][CH2:33][OH:34])[CH2:30][CH2:31][C:25]=2[CH:24]=1, predict the reaction product. The product is: [Cl:21][C:5]1[C:6]([NH:8][C:9]2[CH:14]=[CH:13][CH:12]=[CH:11][C:10]=2[S:15]([N:18]([CH3:20])[CH3:19])(=[O:17])=[O:16])=[N:7][C:2]([NH:22][C:23]2[C:36]([O:37][CH3:38])=[CH:35][C:26]3[CH2:27][CH2:28][N:29]([CH2:32][CH2:33][OH:34])[CH2:30][CH2:31][C:25]=3[CH:24]=2)=[N:3][CH:4]=1.